Dataset: Full USPTO retrosynthesis dataset with 1.9M reactions from patents (1976-2016). Task: Predict the reactants needed to synthesize the given product. (1) Given the product [CH3:27][C:24]1([CH3:26])[C:23]([CH3:28])([CH3:29])[O:22][B:21]([C:19]2[CH:18]=[CH:17][C:16]3[C:12]4[CH:11]=[CH:10][C:9]([C:33]5[CH:34]=[CH:35][C:36]6[N:40]=[C:39]([C@@H:41]7[CH2:45][CH2:44][CH2:43][N:42]7[C:46]([O:48][C:49]([CH3:51])([CH3:50])[CH3:52])=[O:47])[NH:38][C:37]=6[CH:53]=5)=[CH:30][C:13]=4[S:14][C:15]=3[CH:20]=2)[O:25]1, predict the reactants needed to synthesize it. The reactants are: CC1(C)C(C)(C)OB([C:9]2[CH:10]=[CH:11][C:12]3[C:16]4[CH:17]=[CH:18][C:19]([B:21]5[O:25][C:24]([CH3:27])([CH3:26])[C:23]([CH3:29])([CH3:28])[O:22]5)=[CH:20][C:15]=4[S:14][C:13]=3[CH:30]=2)O1.Br[C:33]1[CH:34]=[CH:35][C:36]2[N:40]=[C:39]([C@@H:41]3[CH2:45][CH2:44][CH2:43][N:42]3[C:46]([O:48][C:49]([CH3:52])([CH3:51])[CH3:50])=[O:47])[NH:38][C:37]=2[CH:53]=1.C(=O)([O-])[O-].[K+].[K+].ClC(Cl)C. (2) Given the product [NH:14]([C:18]1[CH:35]=[CH:34][C:21]2[NH:22][C:23]([C:25]3[CH:33]=[CH:32][C:28]([C:29]([NH:11][C:10]4[CH:12]=[CH:13][C:7]([N:4]5[CH2:3][CH2:2][O:1][CH2:6][CH2:5]5)=[CH:8][CH:9]=4)=[O:30])=[CH:27][CH:26]=3)=[N:24][C:20]=2[CH:19]=1)[C:15]([CH3:17])=[O:16], predict the reactants needed to synthesize it. The reactants are: [O:1]1[CH2:6][CH2:5][N:4]([C:7]2[CH:13]=[CH:12][C:10]([NH2:11])=[CH:9][CH:8]=2)[CH2:3][CH2:2]1.[NH:14]([C:18]1[CH:35]=[CH:34][C:21]2[NH:22][C:23]([C:25]3[CH:33]=[CH:32][C:28]([C:29]([O-])=[O:30])=[CH:27][CH:26]=3)=[N:24][C:20]=2[CH:19]=1)[C:15]([CH3:17])=[O:16]. (3) Given the product [C:10]1([N:16]2[C:5]([NH2:6])=[CH:4][C:3]([C:2]([F:9])([F:8])[F:1])=[N:17]2)[CH:15]=[CH:14][CH:13]=[CH:12][CH:11]=1, predict the reactants needed to synthesize it. The reactants are: [F:1][C:2]([F:9])([F:8])[C:3](=O)[CH2:4][C:5]#[N:6].[C:10]1([NH:16][NH2:17])[CH:15]=[CH:14][CH:13]=[CH:12][CH:11]=1.